Dataset: Full USPTO retrosynthesis dataset with 1.9M reactions from patents (1976-2016). Task: Predict the reactants needed to synthesize the given product. (1) Given the product [CH3:31][N:30]([CH2:32][C:33]1[CH:38]=[CH:37][C:36]([NH:10][C:9]([NH:8][C:5]2[CH:4]=[N:3][C:2]([CH3:1])=[CH:7][N:6]=2)=[O:11])=[C:35]([O:40][CH3:41])[CH:34]=1)[CH3:29], predict the reactants needed to synthesize it. The reactants are: [CH3:1][C:2]1[N:3]=[CH:4][C:5]([NH:8][C:9](=[O:11])[NH2:10])=[N:6][CH:7]=1.C1(P(N=[N+]=[N-])(C2C=CC=CC=2)=O)C=CC=CC=1.[CH3:29][N:30]([CH2:32][C:33]1[CH:38]=[CH:37][C:36](N)=[C:35]([O:40][CH3:41])[CH:34]=1)[CH3:31]. (2) Given the product [Cl:1][C:2]1[C:3]2[CH:13]=[CH:12][CH:11]=[CH:10][C:4]=2[S:5][C:6]=1[C:7]([NH:14][C:15]1[CH:16]=[CH:17][C:18]([N:23]2[CH2:28][CH2:27][CH:26]([N:29]3[CH2:30][CH2:31][O:32][CH2:33][CH2:34]3)[CH2:25][CH2:24]2)=[C:19]([C:20]#[N:21])[CH:22]=1)=[O:9], predict the reactants needed to synthesize it. The reactants are: [Cl:1][C:2]1[C:3]2[CH:13]=[CH:12][CH:11]=[CH:10][C:4]=2[S:5][C:6]=1[C:7]([OH:9])=O.[NH2:14][C:15]1[CH:16]=[CH:17][C:18]([N:23]2[CH2:28][CH2:27][CH:26]([N:29]3[CH2:34][CH2:33][O:32][CH2:31][CH2:30]3)[CH2:25][CH2:24]2)=[C:19]([CH:22]=1)[C:20]#[N:21]. (3) Given the product [S:10]1[CH:14]=[CH:13][CH:12]=[C:11]1[C:2]1[C:3]([CH:8]=[O:9])=[N:4][CH:5]=[CH:6][CH:7]=1, predict the reactants needed to synthesize it. The reactants are: Br[C:2]1[C:3]([CH:8]=[O:9])=[N:4][CH:5]=[CH:6][CH:7]=1.[S:10]1[CH:14]=[CH:13][CH:12]=[C:11]1B(O)O.COCCOC.C([O-])([O-])=O.[Na+].[Na+]. (4) Given the product [OH:11][B:9]1[C:8]2[CH:12]=[C:13]([O:19][C:20]3[CH:25]=[N:24][CH:23]=[CH:22][N:21]=3)[CH:14]=[C:15]([CH2:16][O:17][CH3:18])[C:7]=2[CH:6]([CH2:5][C:4]([OH:26])=[O:3])[O:10]1, predict the reactants needed to synthesize it. The reactants are: C([O:3][C:4](=[O:26])[CH2:5][CH:6]1[O:10][B:9]([OH:11])[C:8]2[CH:12]=[C:13]([O:19][C:20]3[CH:25]=[N:24][CH:23]=[CH:22][N:21]=3)[CH:14]=[C:15]([CH2:16][O:17][CH3:18])[C:7]1=2)C.[Li+].[OH-].Cl. (5) Given the product [Cl:27][C:22]1[CH:21]=[C:20]([CH:25]=[CH:24][C:23]=1[Cl:26])[CH2:19][NH:18][C:12]1[C:11]2[C:16](=[C:7]([O:6][CH2:5][CH2:4][NH:3][C:28](=[O:30])[CH3:29])[CH:8]=[CH:9][CH:10]=2)[N:15]=[C:14]([CH3:17])[CH:13]=1, predict the reactants needed to synthesize it. The reactants are: Cl.Cl.[NH2:3][CH2:4][CH2:5][O:6][C:7]1[CH:8]=[CH:9][CH:10]=[C:11]2[C:16]=1[N:15]=[C:14]([CH3:17])[CH:13]=[C:12]2[NH:18][CH2:19][C:20]1[CH:25]=[CH:24][C:23]([Cl:26])=[C:22]([Cl:27])[CH:21]=1.[C:28](Cl)(=[O:30])[CH3:29].